This data is from Catalyst prediction with 721,799 reactions and 888 catalyst types from USPTO. The task is: Predict which catalyst facilitates the given reaction. Reactant: Br[C:2]1[CH:31]=[CH:30][C:5]2[C:6]3[N:7]([CH:11]=[C:12]([C:14]4[N:18]([C:19]5[CH:24]=[CH:23][CH:22]=[CH:21][C:20]=5[Cl:25])[N:17]=[C:16]([NH:26][C:27](=[O:29])[OH:28])[N:15]=4)[N:13]=3)[CH2:8][CH2:9][O:10][C:4]=2[CH:3]=1.[Cl:32][C:33]1[CH:38]=[CH:37][C:36](B(O)O)=[CH:35][CH:34]=1.C([O-])([O-])=O.[Cs+].[Cs+]. Product: [Cl:25][C:20]1[CH:21]=[CH:22][CH:23]=[CH:24][C:19]=1[N:18]1[C:14]([C:12]2[N:13]=[C:6]3[C:5]4[CH:30]=[CH:31][C:2]([C:36]5[CH:37]=[CH:38][C:33]([Cl:32])=[CH:34][CH:35]=5)=[CH:3][C:4]=4[O:10][CH2:9][CH2:8][N:7]3[CH:11]=2)=[N:15][C:16]([NH:26][C:27](=[O:29])[OH:28])=[N:17]1. The catalyst class is: 38.